Binary Classification. Given a T-cell receptor sequence (or CDR3 region) and an epitope sequence, predict whether binding occurs between them. From a dataset of TCR-epitope binding with 47,182 pairs between 192 epitopes and 23,139 TCRs. (1) The epitope is RAKFKQLL. The TCR CDR3 sequence is CASSQDRSGSSYNEQFF. Result: 1 (the TCR binds to the epitope). (2) The TCR CDR3 sequence is CAWSLVEGTGELFF. Result: 0 (the TCR does not bind to the epitope). The epitope is EHPTFTSQYRIQGKL. (3) The epitope is AVFDRKSDAK. The TCR CDR3 sequence is CASSFSGGTLYNEQFF. Result: 1 (the TCR binds to the epitope). (4) The epitope is TLDSKTQSL. The TCR CDR3 sequence is CASSQDRFQLNQPQHF. Result: 0 (the TCR does not bind to the epitope). (5) The epitope is EPLPQGQLTAY. The TCR CDR3 sequence is CSARQEGGSYNEQFF. Result: 0 (the TCR does not bind to the epitope). (6) The epitope is IQYIDIGNY. The TCR CDR3 sequence is CASSSGTGGSNQPQHF. Result: 1 (the TCR binds to the epitope). (7) The epitope is FLPRVFSAV. The TCR CDR3 sequence is CASSPKLAGGPSYEQYF. Result: 1 (the TCR binds to the epitope).